This data is from Forward reaction prediction with 1.9M reactions from USPTO patents (1976-2016). The task is: Predict the product of the given reaction. (1) Given the reactants [C:1]1([C:7]2[CH:12]=[CH:11][N:10]=[C:9]([N:13]3[CH2:20][CH:19]4[CH:15]([CH2:16][NH:17][CH2:18]4)[CH2:14]3)[N:8]=2)[CH:6]=[CH:5][CH:4]=[CH:3][CH:2]=1.[N:21]1[N:22]=[C:23]([C:26]2[CH:34]=[CH:33][CH:32]=[CH:31][C:27]=2[C:28](O)=[O:29])[NH:24][CH:25]=1, predict the reaction product. The product is: [C:1]1([C:7]2[CH:12]=[CH:11][N:10]=[C:9]([N:13]3[CH2:14][CH:15]4[CH2:16][N:17]([C:28]([C:27]5[CH:31]=[CH:32][CH:33]=[CH:34][C:26]=5[C:23]5[NH:24][CH:25]=[N:21][N:22]=5)=[O:29])[CH2:18][CH:19]4[CH2:20]3)[N:8]=2)[CH:2]=[CH:3][CH:4]=[CH:5][CH:6]=1. (2) Given the reactants [CH3:1][O:2][CH:3]1[C:8](=O)[CH2:7][CH2:6][N:5]([C:10]([O:12][C:13]([CH3:16])([CH3:15])[CH3:14])=[O:11])[CH2:4]1.C([BH3-])#[N:18].[Na+].C([O-])(=O)C.[NH4+], predict the reaction product. The product is: [NH2:18][CH:8]1[CH2:7][CH2:6][N:5]([C:10]([O:12][C:13]([CH3:16])([CH3:15])[CH3:14])=[O:11])[CH2:4][CH:3]1[O:2][CH3:1]. (3) Given the reactants [OH:1][C:2]1[CH:3]=[C:4]([CH:9]=[C:10]([O:12][CH3:13])[CH:11]=1)[C:5]([O:7][CH3:8])=[O:6].[CH2:14]1[O:17][CH:15]1C.[C:18]([O-])([O-])=O.[K+].[K+], predict the reaction product. The product is: [OH:17][C@H:15]([CH3:14])[CH2:13][O:12][C:10]1[CH:9]=[C:4]([CH:3]=[C:2]([O:1][CH3:18])[CH:11]=1)[C:5]([O:7][CH3:8])=[O:6]. (4) Given the reactants [F:1][C:2]1[C:3]([C:9]([OH:11])=O)=[N:4][CH:5]=[C:6]([F:8])[CH:7]=1.[CH3:12][NH2:13].CO, predict the reaction product. The product is: [F:1][C:2]1[C:3]([C:9]([NH:13][CH3:12])=[O:11])=[N:4][CH:5]=[C:6]([F:8])[CH:7]=1. (5) The product is: [CH:18]([Si:17]([O:9][C:5]1[CH:6]=[C:7]([CH3:8])[C:2]([Br:1])=[C:3]([CH3:10])[CH:4]=1)([CH:24]([CH3:26])[CH3:25])[CH:21]([CH3:23])[CH3:22])([CH3:20])[CH3:19]. Given the reactants [Br:1][C:2]1[C:7]([CH3:8])=[CH:6][C:5]([OH:9])=[CH:4][C:3]=1[CH3:10].N1C=CN=C1.Cl[Si:17]([CH:24]([CH3:26])[CH3:25])([CH:21]([CH3:23])[CH3:22])[CH:18]([CH3:20])[CH3:19].C(=O)(O)[O-].[Na+], predict the reaction product.